Task: Predict the reactants needed to synthesize the given product.. Dataset: Full USPTO retrosynthesis dataset with 1.9M reactions from patents (1976-2016) The reactants are: [CH2:1]([NH:8][C:9]([NH:11][C:12]1[CH:42]=[CH:41][C:15]([CH2:16][NH:17][C:18](=[O:40])[CH2:19][N:20]2[CH2:26][CH2:25][CH:24]([CH2:27][C:28]([O:30]C(C)(C)C)=[O:29])[C:23]3[CH:35]=[CH:36][CH:37]=[CH:38][C:22]=3[C:21]2=[O:39])=[CH:14][CH:13]=1)=[O:10])[C:2]1[CH:7]=[CH:6][CH:5]=[CH:4][CH:3]=1. Given the product [CH2:1]([NH:8][C:9]([NH:11][C:12]1[CH:13]=[CH:14][C:15]([CH2:16][NH:17][C:18](=[O:40])[CH2:19][N:20]2[CH2:26][CH2:25][CH:24]([CH2:27][C:28]([OH:30])=[O:29])[C:23]3[CH:35]=[CH:36][CH:37]=[CH:38][C:22]=3[C:21]2=[O:39])=[CH:41][CH:42]=1)=[O:10])[C:2]1[CH:3]=[CH:4][CH:5]=[CH:6][CH:7]=1, predict the reactants needed to synthesize it.